From a dataset of Peptide-MHC class II binding affinity with 134,281 pairs from IEDB. Regression. Given a peptide amino acid sequence and an MHC pseudo amino acid sequence, predict their binding affinity value. This is MHC class II binding data. (1) The peptide sequence is EKKYFAATQFEPLAT. The MHC is HLA-DQA10401-DQB10402 with pseudo-sequence HLA-DQA10401-DQB10402. The binding affinity (normalized) is 0.317. (2) The peptide sequence is EKKYFAATQFEPLAW. The binding affinity (normalized) is 1.00. The MHC is HLA-DPA10103-DPB10401 with pseudo-sequence HLA-DPA10103-DPB10401.